From a dataset of Full USPTO retrosynthesis dataset with 1.9M reactions from patents (1976-2016). Predict the reactants needed to synthesize the given product. (1) Given the product [Br:1][C:2]1[CH:26]=[C:25]2[C:24](=[CH:4][CH:3]=1)[C:12]1[NH:13][C:14]([C:16]3[C:17]([C:28]#[N:29])=[CH:18][CH:19]=[CH:20][C:21]=3[C:31]#[N:32])=[N:15][C:11]=1[C:10]1[CH:5]=[CH:6][C:7]([Cl:27])=[CH:8][C:9]2=1, predict the reactants needed to synthesize it. The reactants are: [Br:1][C:2]1[CH:3]=[C:4]2[C:24](=[CH:25][CH:26]=1)[C:12]1[NH:13][C:14]([C:16]3[C:21](Br)=[CH:20][CH:19]=[CH:18][C:17]=3Br)=[N:15][C:11]=1[C:10]1[CH:9]=[CH:8][C:7]([Cl:27])=[CH:6][C:5]2=1.[C:28]([Cu])#[N:29].[CH3:31][N:32](C=O)C. (2) Given the product [C:12]([NH:11][C:5]1[C:6]2[O:10][CH2:9][O:8][C:7]=2[C:2]([C:15]([O:18][CH3:20])=[O:17])=[CH:3][CH:4]=1)(=[O:14])[CH3:13], predict the reactants needed to synthesize it. The reactants are: I[C:2]1[C:7]2[O:8][CH2:9][O:10][C:6]=2[C:5]([NH:11][C:12](=[O:14])[CH3:13])=[CH:4][CH:3]=1.[C:15]([O-:18])(=[O:17])C.[K+].[CH3:20]O.